From a dataset of Reaction yield outcomes from USPTO patents with 853,638 reactions. Predict the reaction yield, written as a fraction of the theoretical maximum amount of product (1.0 means a 100% yield; for example, 0.34 means a 34% yield). (1) The reactants are [F:1][C:2]1[CH:7]=[CH:6][C:5]([CH2:8][C:9]2[CH:18]=[C:17]3[C:12]([C:13]([OH:29])=[C:14]([C:24]([O:26]CC)=O)[C:15](=[O:23])[N:16]3[CH2:19][CH2:20][CH2:21][OH:22])=[N:11][CH:10]=2)=[CH:4][CH:3]=1.[CH3:30][NH2:31]. The catalyst is C(O)C. The product is [F:1][C:2]1[CH:7]=[CH:6][C:5]([CH2:8][C:9]2[CH:18]=[C:17]3[C:12]([C:13]([OH:29])=[C:14]([C:24]([NH:31][CH3:30])=[O:26])[C:15](=[O:23])[N:16]3[CH2:19][CH2:20][CH2:21][OH:22])=[N:11][CH:10]=2)=[CH:4][CH:3]=1. The yield is 0.170. (2) The reactants are [H-].[Na+].[Br:3][C:4]1[CH:5]=[CH:6][C:7](=[O:10])[NH:8][CH:9]=1.[CH3:11]I. The catalyst is C1COCC1. The product is [Br:3][C:4]1[CH:5]=[CH:6][C:7](=[O:10])[N:8]([CH3:11])[CH:9]=1. The yield is 0.968.